The task is: Predict the reaction yield, written as a fraction of the theoretical maximum amount of product (1.0 means a 100% yield; for example, 0.34 means a 34% yield).. This data is from Reaction yield outcomes from USPTO patents with 853,638 reactions. (1) The reactants are FC(F)(F)C([NH:5][C:6]1[CH:10]=[C:9]([CH2:11][C:12]([NH:14][C:15]2[CH:20]=[CH:19][CH:18]=[C:17]([F:21])[CH:16]=2)=[O:13])[NH:8][N:7]=1)=O.C(=O)([O-])O.[Na+]. The catalyst is CO.Cl. The product is [NH2:5][C:6]1[CH:10]=[C:9]([CH2:11][C:12]([NH:14][C:15]2[CH:20]=[CH:19][CH:18]=[C:17]([F:21])[CH:16]=2)=[O:13])[NH:8][N:7]=1. The yield is 0.480. (2) The reactants are [C:1]([O:5][C:6]([N:8]1[CH2:13][C:12](=O)[N:11]([C:15]2[CH:20]=[CH:19][CH:18]=[CH:17][C:16]=2[O:21][CH2:22][CH2:23][CH2:24][O:25][CH3:26])[CH2:10][C:9]1([CH3:28])[CH3:27])=[O:7])([CH3:4])([CH3:3])[CH3:2].[OH-].[Na+].O. The catalyst is O1CCCC1. The product is [C:1]([O:5][C:6]([N:8]1[CH2:13][CH2:12][N:11]([C:15]2[CH:20]=[CH:19][CH:18]=[CH:17][C:16]=2[O:21][CH2:22][CH2:23][CH2:24][O:25][CH3:26])[CH2:10][C:9]1([CH3:28])[CH3:27])=[O:7])([CH3:4])([CH3:3])[CH3:2]. The yield is 0.910. (3) The reactants are [CH2:1]([C@H:8]([NH:21][C:22]([C@@H:24]([NH:31][C:32]([C@@H:34]([NH:36][C:37]([C:39]1[CH2:40][C:41]2[C:46]([C:47]=1[CH3:48])=[CH:45][CH:44]=[CH:43][CH:42]=2)=[O:38])[CH3:35])=[O:33])[CH2:25][CH2:26][S:27]([CH3:30])(=[O:29])=[O:28])=[O:23])[CH:9]([C:11](=[O:20])[NH:12][CH2:13][C:14]1[CH:19]=[CH:18][CH:17]=[CH:16][CH:15]=1)[OH:10])[C:2]1[CH:7]=[CH:6][CH:5]=[CH:4][CH:3]=1.CC(OI1(OC(C)=O)(OC(C)=O)OC(=O)C2C=CC=CC1=2)=O.[O-]S([O-])(=S)=O.[Na+].[Na+].C([O-])(O)=O.[Na+]. The catalyst is C(Cl)Cl.C1COCC1.O. The product is [CH2:1]([C@H:8]([NH:21][C:22]([C@@H:24]([NH:31][C:32]([C@@H:34]([NH:36][C:37]([C:39]1[CH2:40][C:41]2[C:46]([C:47]=1[CH3:48])=[CH:45][CH:44]=[CH:43][CH:42]=2)=[O:38])[CH3:35])=[O:33])[CH2:25][CH2:26][S:27]([CH3:30])(=[O:29])=[O:28])=[O:23])[C:9]([C:11](=[O:20])[NH:12][CH2:13][C:14]1[CH:19]=[CH:18][CH:17]=[CH:16][CH:15]=1)=[O:10])[C:2]1[CH:3]=[CH:4][CH:5]=[CH:6][CH:7]=1. The yield is 0.330. (4) The reactants are [Cl:1][C:2]1[CH:11]=[C:10]2[C:5]([CH2:6][CH2:7][CH2:8][C:9]2=[O:12])=[C:4]([O:13]C)[C:3]=1[F:15].[Cl-].[Al+3].[Cl-].[Cl-]. The catalyst is C1(C)C(C)=CC=CC=1. The product is [Cl:1][C:2]1[CH:11]=[C:10]2[C:5]([CH2:6][CH2:7][CH2:8][C:9]2=[O:12])=[C:4]([OH:13])[C:3]=1[F:15]. The yield is 0.890. (5) The reactants are [OH:1][C:2]1[N:10]=[C:9]2[C:5]([NH:6][CH:7]=[N:8]2)=[C:4](Cl)[N:3]=1.[Cl:12][C:13]1[CH:14]=[C:15]([CH:18]=[CH:19][CH:20]=1)[CH2:16][NH2:17].C(N(CC)CC)C. The product is [OH:1][C:2]1[N:10]=[C:9]2[C:5]([NH:6][CH:7]=[N:8]2)=[C:4]([NH:17][CH2:16][C:15]2[CH:18]=[CH:19][CH:20]=[C:13]([Cl:12])[CH:14]=2)[N:3]=1. The yield is 0.930. The catalyst is C(O)CCC. (6) The reactants are [CH3:1][C:2]1[N:14]=[C:13]2[N:4]([C:5](=O)[NH:6][C:7]3[CH:8]=[CH:9][C:10]([CH3:15])=[CH:11][C:12]=32)[N:3]=1.O=P(Cl)(Cl)[Cl:19]. No catalyst specified. The product is [Cl:19][C:5]1[N:4]2[N:3]=[C:2]([CH3:1])[N:14]=[C:13]2[C:12]2[CH:11]=[C:10]([CH3:15])[CH:9]=[CH:8][C:7]=2[N:6]=1. The yield is 0.270.